Dataset: Full USPTO retrosynthesis dataset with 1.9M reactions from patents (1976-2016). Task: Predict the reactants needed to synthesize the given product. (1) Given the product [F:1][C:2]1[CH:3]=[CH:4][C:5]([N:8]2[C:12]3([CH2:13][CH2:14][N:15]([CH2:42][CH2:43][CH2:44][N:45]4[C:53]5[C:48](=[CH:49][CH:50]=[CH:51][CH:52]=5)[C:47]5([CH2:55][CH2:54]5)[C:46]4=[O:56])[CH2:16][CH2:17]3)[C:11](=[O:18])[N:10]([CH2:19][C:20]3[CH:21]=[C:22]([CH:30]=[CH:31][CH:32]=3)[C:23]([O:25][C:26]([CH3:27])([CH3:28])[CH3:29])=[O:24])[CH2:9]2)=[CH:6][CH:7]=1, predict the reactants needed to synthesize it. The reactants are: [F:1][C:2]1[CH:7]=[CH:6][C:5]([N:8]2[C:12]3([CH2:17][CH2:16][NH:15][CH2:14][CH2:13]3)[C:11](=[O:18])[N:10]([CH2:19][C:20]3[CH:21]=[C:22]([CH:30]=[CH:31][CH:32]=3)[C:23]([O:25][C:26]([CH3:29])([CH3:28])[CH3:27])=[O:24])[CH2:9]2)=[CH:4][CH:3]=1.[I-].[Na+].C(=O)([O-])[O-].[K+].[K+].Cl[CH2:42][CH2:43][CH2:44][N:45]1[C:53]2[C:48](=[CH:49][CH:50]=[CH:51][CH:52]=2)[C:47]2([CH2:55][CH2:54]2)[C:46]1=[O:56]. (2) The reactants are: [NH2:1][S:2]([C:5]1[CH:10]=[CH:9][C:8]([CH2:11][CH2:12][NH:13][CH2:14][C:15]2[CH:16]=[C:17]([C:21]3[CH:26]=[CH:25][CH:24]=[C:23]([C:27]([NH:29][CH2:30][CH2:31][N:32]4[CH2:36][CH2:35][CH2:34][CH2:33]4)=[O:28])[CH:22]=3)[CH:18]=[CH:19][CH:20]=2)=[CH:7][CH:6]=1)(=[O:4])=[O:3].[CH2:37]([O:44][CH2:45][C:46](Cl)=[O:47])[C:38]1[CH:43]=[CH:42][CH:41]=[CH:40][CH:39]=1. Given the product [NH2:1][S:2]([C:5]1[CH:6]=[CH:7][C:8]([CH2:11][CH2:12][N:13]([CH2:14][C:15]2[CH:16]=[C:17]([C:21]3[CH:26]=[CH:25][CH:24]=[C:23]([C:27]([NH:29][CH2:30][CH2:31][N:32]4[CH2:36][CH2:35][CH2:34][CH2:33]4)=[O:28])[CH:22]=3)[CH:18]=[CH:19][CH:20]=2)[C:46](=[O:47])[CH2:45][O:44][CH2:37][C:38]2[CH:43]=[CH:42][CH:41]=[CH:40][CH:39]=2)=[CH:9][CH:10]=1)(=[O:4])=[O:3], predict the reactants needed to synthesize it. (3) Given the product [CH2:2]1[C:3]2([CH2:8][CH2:7][CH:6]([CH:9]=[O:10])[CH2:5][CH2:4]2)[CH2:1]1, predict the reactants needed to synthesize it. The reactants are: [CH2:1]1[C:3]2([CH2:8][CH2:7][CH:6]([CH2:9][OH:10])[CH2:5][CH2:4]2)[CH2:2]1.[Cr](O[Cr]([O-])(=O)=O)([O-])(=O)=O.[NH+]1C=CC=CC=1.[NH+]1C=CC=CC=1. (4) Given the product [Br:17][C:18]1[CH:19]=[CH:20][C:21]([N:26]2[CH2:30][CH2:29][CH2:28][CH:27]2[CH3:31])=[C:22](/[CH:23]=[CH:11]/[C:12]([O:14][CH2:15][CH3:16])=[O:13])[CH:25]=1, predict the reactants needed to synthesize it. The reactants are: [H-].[Na+].C(OP([CH2:11][C:12]([O:14][CH2:15][CH3:16])=[O:13])(OCC)=O)C.[Br:17][C:18]1[CH:19]=[CH:20][C:21]([N:26]2[CH2:30][CH2:29][CH2:28][CH:27]2[CH3:31])=[C:22]([CH:25]=1)[CH:23]=O.O. (5) The reactants are: [F:1][C:2]1[CH:8]=[C:7]([F:9])[CH:6]=[CH:5][C:3]=1[NH2:4].Cl[C:11](=[O:16])[C:12]([O:14][CH3:15])=[O:13]. Given the product [CH3:15][O:14][C:12](=[O:13])[C:11]([NH:4][C:3]1[CH:5]=[CH:6][C:7]([F:9])=[CH:8][C:2]=1[F:1])=[O:16], predict the reactants needed to synthesize it. (6) Given the product [NH2:3][CH2:12][CH2:13][C:14]1([NH:17][C:18](=[O:24])[O:19][C:20]([CH3:22])([CH3:21])[CH3:23])[CH2:15][CH2:16]1, predict the reactants needed to synthesize it. The reactants are: O=C1C2C(=CC=CC=2)C(=O)[N:3]1[CH2:12][CH2:13][C:14]1([NH:17][C:18](=[O:24])[O:19][C:20]([CH3:23])([CH3:22])[CH3:21])[CH2:16][CH2:15]1.O.NN. (7) Given the product [ClH:44].[NH2:15][CH2:14][CH:11]1[CH2:12][CH2:13][C:8]([C:6]2[CH:7]=[C:2]([F:1])[CH:3]=[CH:4][C:5]=2[NH:23][C:24]([C:26]2[N:27]=[C:28]([C:31]3[CH:35]=[N:34][NH:33][CH:32]=3)[S:29][CH:30]=2)=[O:25])=[CH:9][CH2:10]1, predict the reactants needed to synthesize it. The reactants are: [F:1][C:2]1[CH:3]=[CH:4][C:5]([NH:23][C:24]([C:26]2[N:27]=[C:28]([C:31]3[CH:32]=[N:33][N:34](COCC[Si](C)(C)C)[CH:35]=3)[S:29][CH:30]=2)=[O:25])=[C:6]([C:8]2[CH2:13][CH2:12][CH:11]([CH2:14][NH:15]C(=O)OC(C)(C)C)[CH2:10][CH:9]=2)[CH:7]=1.[ClH:44].